This data is from Full USPTO retrosynthesis dataset with 1.9M reactions from patents (1976-2016). The task is: Predict the reactants needed to synthesize the given product. (1) The reactants are: [Br:1][C:2]1[CH:7]=[CH:6][C:5]([C:8]2[CH:9]=[N:10][NH:11][CH:12]=2)=[CH:4][CH:3]=1.C(=O)([O-])[O-].[Cs+].[Cs+].[CH3:19][O:20][CH2:21][CH2:22]Br. Given the product [Br:1][C:2]1[CH:3]=[CH:4][C:5]([C:8]2[CH:12]=[N:11][N:10]([CH2:22][CH2:21][O:20][CH3:19])[CH:9]=2)=[CH:6][CH:7]=1, predict the reactants needed to synthesize it. (2) Given the product [C:37]([O:36][C:34]([N:29]1[CH2:28][CH2:27][C:26]2[C:31](=[CH:32][CH:33]=[C:24]([NH:23][C:2]([NH:18][C:17]3[CH:19]=[CH:20][CH:21]=[CH:22][C:16]=3[CH:13]([CH3:15])[CH3:14])=[O:4])[CH:25]=2)[CH2:30]1)=[O:35])([CH3:40])([CH3:39])[CH3:38], predict the reactants needed to synthesize it. The reactants are: Cl[C:2](Cl)([O:4]C(=O)OC(Cl)(Cl)Cl)Cl.[CH:13]([C:16]1[CH:22]=[CH:21][CH:20]=[CH:19][C:17]=1[NH2:18])([CH3:15])[CH3:14].[NH2:23][C:24]1[CH:25]=[C:26]2[C:31](=[CH:32][CH:33]=1)[CH2:30][N:29]([C:34]([O:36][C:37]([CH3:40])([CH3:39])[CH3:38])=[O:35])[CH2:28][CH2:27]2.